This data is from Reaction yield outcomes from USPTO patents with 853,638 reactions. The task is: Predict the reaction yield, written as a fraction of the theoretical maximum amount of product (1.0 means a 100% yield; for example, 0.34 means a 34% yield). (1) The reactants are [CH:1]1([S:4]([C:13]2[CH:18]=[CH:17][C:16]([N+:19]([O-])=O)=[CH:15][CH:14]=2)(=[N:6][C:7](=[O:12])[C:8]([F:11])([F:10])[F:9])=[O:5])[CH2:3][CH2:2]1. The catalyst is [Pd].C(O)C.C1COCC1. The product is [NH2:19][C:16]1[CH:15]=[CH:14][C:13]([S:4]([CH:1]2[CH2:3][CH2:2]2)(=[N:6][C:7](=[O:12])[C:8]([F:11])([F:9])[F:10])=[O:5])=[CH:18][CH:17]=1. The yield is 0.930. (2) The reactants are [C:1]([O-])([O-])=O.[K+].[K+].[I:7][C:8]1[CH:9]=[C:10]2[C:14](=[CH:15][CH:16]=1)[N:13]([C:17]1[CH:25]=[CH:24][C:20]([C:21]([OH:23])=[O:22])=[CH:19][CH:18]=1)[N:12]=[CH:11]2.CI. The catalyst is CN(C=O)C. The product is [CH3:1][O:22][C:21](=[O:23])[C:20]1[CH:19]=[CH:18][C:17]([N:13]2[C:14]3[C:10](=[CH:9][C:8]([I:7])=[CH:16][CH:15]=3)[CH:11]=[N:12]2)=[CH:25][CH:24]=1. The yield is 0.768. (3) The reactants are [CH3:1][O:2][C:3](=[O:26])[C:4]([C:9]1[CH:14]=[C:13]([CH:15]=[O:16])[C:12]([O:17][CH2:18][C:19]2[CH:24]=[CH:23][CH:22]=[CH:21][CH:20]=2)=[C:11](Br)[CH:10]=1)([CH2:7][OH:8])[CH2:5][OH:6].[F:27][C:28]1[CH:29]=[CH:30][C:31]([O:37][CH2:38][O:39][CH3:40])=[C:32](B(O)O)[CH:33]=1. No catalyst specified. The product is [CH3:1][O:2][C:3](=[O:26])[C:4]([C:9]1[CH:10]=[C:11]([C:32]2[CH:33]=[C:28]([F:27])[CH:29]=[CH:30][C:31]=2[O:37][CH2:38][O:39][CH3:40])[C:12]([O:17][CH2:18][C:19]2[CH:24]=[CH:23][CH:22]=[CH:21][CH:20]=2)=[C:13]([CH:15]=[O:16])[CH:14]=1)([CH2:7][OH:8])[CH2:5][OH:6]. The yield is 0.580. (4) The reactants are [Cl:1][C:2]1[C:7](N)=[C:6]([N+:9]([O-:11])=[O:10])[C:5]([F:12])=[C:4]([F:13])[CH:3]=1.N([O-])=O.[Na+].P(=O)(O)(O)O.O.[PH2]([O-])=O.[Na+]. The catalyst is S(=O)(=O)(O)O.O.CCOCC.[Cu-]=O. The product is [Cl:1][C:2]1[CH:7]=[C:6]([N+:9]([O-:11])=[O:10])[C:5]([F:12])=[C:4]([F:13])[CH:3]=1. The yield is 0.530. (5) The reactants are [Br:1]Br.[NH2:3][C:4]1[CH:12]=[C:11]([Cl:13])[CH:10]=[CH:9][C:5]=1[C:6]([OH:8])=[O:7]. The catalyst is C(O)(=O)C. The product is [NH2:3][C:4]1[CH:12]=[C:11]([Cl:13])[C:10]([Br:1])=[CH:9][C:5]=1[C:6]([OH:8])=[O:7]. The yield is 0.860. (6) The reactants are [CH2:1]([N:8]1[C:13](=[O:14])[C:12]2[C:15]([CH3:18])=[N:16][S:17][C:11]=2[N:10]=[C:9]1[CH2:19][CH:20]([CH3:22])[CH3:21])[C:2]1[CH:7]=[CH:6][CH:5]=[CH:4][CH:3]=1.C([O-])(=O)C.[Na+].[Br:28]Br.CCOC(C)=O. The catalyst is C(O)(=O)C. The product is [CH2:1]([N:8]1[C:13](=[O:14])[C:12]2[C:15]([CH3:18])=[N:16][S:17][C:11]=2[N:10]=[C:9]1[CH:19]([Br:28])[CH:20]([CH3:22])[CH3:21])[C:2]1[CH:3]=[CH:4][CH:5]=[CH:6][CH:7]=1. The yield is 0.990. (7) The product is [CH3:16][C@H:3]([CH2:2][N:24]1[CH2:25][CH2:26][CH:21]([O:20][CH2:17][CH2:18][CH3:19])[CH2:22][CH2:23]1)[CH2:4][N:5]1[C:10]2[CH:11]=[CH:12][CH:13]=[CH:14][C:9]=2[O:8][CH2:7][C:6]1=[O:15]. The reactants are I[CH2:2][C@@H:3]([CH3:16])[CH2:4][N:5]1[C:10]2[CH:11]=[CH:12][CH:13]=[CH:14][C:9]=2[O:8][CH2:7][C:6]1=[O:15].[CH2:17]([O:20][CH:21]1[CH2:26][CH2:25][NH:24][CH2:23][CH2:22]1)[CH2:18][CH3:19]. The catalyst is CC#N. The yield is 0.650.